From a dataset of Catalyst prediction with 721,799 reactions and 888 catalyst types from USPTO. Predict which catalyst facilitates the given reaction. (1) Reactant: C([O:4][CH2:5][CH2:6][CH2:7][CH2:8][CH2:9][CH:10]([CH3:22])[CH2:11][CH2:12][CH2:13][CH:14]([CH3:21])[CH2:15][CH2:16][CH2:17][CH:18]([CH3:20])[CH3:19])(=O)C.[OH-].[K+]. Product: [CH3:22][CH:10]([CH2:11][CH2:12][CH2:13][CH:14]([CH3:21])[CH2:15][CH2:16][CH2:17][CH:18]([CH3:20])[CH3:19])[CH2:9][CH2:8][CH2:7][CH2:6][CH2:5][OH:4]. The catalyst class is: 5. (2) Reactant: [CH2:1]([OH:10])[CH2:2][CH2:3][CH2:4][CH2:5][CH2:6][CH2:7][CH2:8][CH3:9].C(N(CC)CC)C.[S:18](Cl)([CH3:21])(=[O:20])=[O:19].CC1C=CN=C(N)C=1C. Product: [CH3:21][S:18]([O:10][CH2:1][CH2:2][CH2:3][CH2:4][CH2:5][CH2:6][CH2:7][CH2:8][CH3:9])(=[O:20])=[O:19]. The catalyst class is: 2.